Predict the product of the given reaction. From a dataset of Forward reaction prediction with 1.9M reactions from USPTO patents (1976-2016). (1) Given the reactants [Si:1]([O:8][CH:9]([C:14]1[CH:19]=[CH:18][C:17]([N:20]([CH2:26][CH2:27][C:28](OCC)=[O:29])[C:21](=[O:25])[CH2:22][C:23]#[N:24])=[CH:16][CH:15]=1)[C:10]([CH3:13])([CH3:12])[CH3:11])([C:4]([CH3:7])([CH3:6])[CH3:5])([CH3:3])[CH3:2].N12CCCN=C1CCCCC2, predict the reaction product. The product is: [Si:1]([O:8][CH:9]([C:14]1[CH:15]=[CH:16][C:17]([N:20]2[CH2:26][CH2:27][C:28]([OH:29])=[C:22]([C:23]#[N:24])[C:21]2=[O:25])=[CH:18][CH:19]=1)[C:10]([CH3:11])([CH3:13])[CH3:12])([C:4]([CH3:7])([CH3:5])[CH3:6])([CH3:3])[CH3:2]. (2) Given the reactants Cl.[NH2:2][C@@H:3]([CH2:9][C:10]1[CH:15]=[CH:14][CH:13]=[CH:12][CH:11]=1)[C:4]([N:6]([CH3:8])[CH3:7])=[O:5].CC[N:18]([CH:22]([CH3:24])[CH3:23])[CH:19]([CH3:21])[CH3:20].C1C=C[C:28]2[N:33](O)N=[N:31][C:29]=2[CH:30]=1.[OH2:35].CCN=C=NCCCN(C)C, predict the reaction product. The product is: [CH3:4][CH2:3][CH2:9][CH:10]([CH3:15])[CH3:11].[CH3:7][N:6]([CH3:8])[C:4]([C@@H:3]([NH:2][C:21]([C:19]1[NH:18][C:22]2=[CH:23][N:31]=[C:29]([C:28]#[N:33])[CH:30]=[C:24]2[CH:20]=1)=[O:35])[CH2:9][C:10]1[CH:11]=[CH:12][CH:13]=[CH:14][CH:15]=1)=[O:5].